This data is from Peptide-MHC class I binding affinity with 185,985 pairs from IEDB/IMGT. The task is: Regression. Given a peptide amino acid sequence and an MHC pseudo amino acid sequence, predict their binding affinity value. This is MHC class I binding data. (1) The peptide sequence is SVDAMIHKTY. The MHC is HLA-A11:01 with pseudo-sequence HLA-A11:01. The binding affinity (normalized) is 0.517. (2) The peptide sequence is ITMVNSLTY. The binding affinity (normalized) is 0.851. The MHC is HLA-B15:17 with pseudo-sequence HLA-B15:17. (3) The binding affinity (normalized) is 0. The peptide sequence is PLILAYFPVFRFL. The MHC is HLA-B35:03 with pseudo-sequence HLA-B35:03.